The task is: Predict the reactants needed to synthesize the given product.. This data is from Full USPTO retrosynthesis dataset with 1.9M reactions from patents (1976-2016). Given the product [C:1]([C:3]1[CH:26]=[CH:25][C:6]2[NH:7][C:8]([C:10]3[C:22]4[C:21]5[C:16](=[CH:17][CH:18]=[CH:19][CH:20]=5)[CH:15]([NH2:23])[C:14]=4[CH:13]=[CH:12][CH:11]=3)=[N:9][C:5]=2[CH:4]=1)#[N:2], predict the reactants needed to synthesize it. The reactants are: [C:1]([C:3]1[CH:26]=[CH:25][C:6]2[NH:7][C:8]([C:10]3[C:22]4[C:21]5[C:16](=[CH:17][CH:18]=[CH:19][CH:20]=5)[C:15](=[N:23]O)[C:14]=4[CH:13]=[CH:12][CH:11]=3)=[N:9][C:5]=2[CH:4]=1)#[N:2].C(O)(=O)C.